Dataset: Catalyst prediction with 721,799 reactions and 888 catalyst types from USPTO. Task: Predict which catalyst facilitates the given reaction. Reactant: [BH4-].[Na+].[F:3][C:4]1[CH:11]=[C:10]([O:12][CH3:13])[C:9]([N+:14]([O-:16])=[O:15])=[CH:8][C:5]=1[CH:6]=[O:7]. Product: [F:3][C:4]1[CH:11]=[C:10]([O:12][CH3:13])[C:9]([N+:14]([O-:16])=[O:15])=[CH:8][C:5]=1[CH2:6][OH:7]. The catalyst class is: 5.